Dataset: Forward reaction prediction with 1.9M reactions from USPTO patents (1976-2016). Task: Predict the product of the given reaction. Given the reactants [C:1]1([C:7]#[C:8][C:9]2[CH:14]=[CH:13][C:12]([C:15]#[CH:16])=[CH:11][CH:10]=2)[CH:6]=[CH:5][CH:4]=[CH:3][CH:2]=1.[Br:17][C:18]1[CH:23]=[CH:22][C:21](I)=[CH:20][CH:19]=1, predict the reaction product. The product is: [C:1]1([C:7]#[C:8][C:9]2[CH:10]=[CH:11][C:12]([C:15]#[C:16][C:21]3[CH:22]=[CH:23][C:18]([Br:17])=[CH:19][CH:20]=3)=[CH:13][CH:14]=2)[CH:2]=[CH:3][CH:4]=[CH:5][CH:6]=1.